Predict the reactants needed to synthesize the given product. From a dataset of Full USPTO retrosynthesis dataset with 1.9M reactions from patents (1976-2016). (1) Given the product [CH2:1]([O:8][C:9]1[CH:10]=[C:11]2[C:15](=[CH:16][CH:17]=1)[NH:14][C:13]([CH2:21][C:22]([O:24][CH3:25])=[O:23])=[CH:12]2)[C:2]1[CH:3]=[CH:4][CH:5]=[CH:6][CH:7]=1, predict the reactants needed to synthesize it. The reactants are: [CH2:1]([O:8][C:9]1[CH:10]=[C:11]2[C:15](=[CH:16][CH:17]=1)[NH:14][CH:13]=[CH:12]2)[C:2]1[CH:7]=[CH:6][CH:5]=[CH:4][CH:3]=1.[H-].[Na+].Br[CH2:21][C:22]([O:24][CH2:25]C)=[O:23].C(=O)([O-])[O-].[Cs+].[Cs+].IC. (2) Given the product [I:16][C:17]1([CH2:18][C@H:19]([CH2:28][O:29][Si:30]([CH3:36])([CH3:35])[C:31]([CH3:34])([CH3:33])[CH3:32])[O:20][Si:21]([CH3:27])([CH3:26])[C:22]([CH3:25])([CH3:24])[CH3:23])[CH2:2][CH2:37]1, predict the reactants needed to synthesize it. The reactants are: F[C:2](F)(F)C(O)=O.C([Zn]CC)C.ICI.[I:16][C:17](=[CH2:37])[CH2:18][C@H:19]([CH2:28][O:29][Si:30]([CH3:36])([CH3:35])[C:31]([CH3:34])([CH3:33])[CH3:32])[O:20][Si:21]([CH3:27])([CH3:26])[C:22]([CH3:25])([CH3:24])[CH3:23].